Dataset: Experimentally validated miRNA-target interactions with 360,000+ pairs, plus equal number of negative samples. Task: Binary Classification. Given a miRNA mature sequence and a target amino acid sequence, predict their likelihood of interaction. (1) The miRNA is mmu-miR-208a-5p with sequence GAGCUUUUGGCCCGGGUUAUAC. The protein sequence of the target gene is MDGFYDQQVPYMVTNSQRGRNCNEKPTNVRKRKFINRDLAHDSEELFQDLSQLQETWLAEAQVPDNDEQFVPDYQAESLAFHGLPLKIKKEPHSPCSEISSACSQEQPFKFSYGEKCLYNVSAYDQKPQVGMRPSNPPTPSSTPVSPLHHASPNSTHTPKPDRAFPAHLPPSQSIPDSSYPMDHRFRRQLSEPCNSFPPLPTMPREGRPMYQRQMSEPNIPFPPQGFKQEYHDPVYEHNTMVGSAASQSFPPPLMIKQEPRDFAYDSEVPSCHSIYMRQEGFLAHPSRTEGCMFEKGPRQ.... Result: 0 (no interaction). (2) The miRNA is hsa-miR-6737-3p with sequence UCUGUGCUUCACCCCUACCCAG. The protein sequence of the target gene is MVQSCSAYGCKNRYDKDKPVSFHKFPLTRPSLCKEWEAAVRRKNFKPTKYSSICSEHFTPDCFKRECNNKLLKENAVPTIFLCTEPHDKKEDLLEPQEQLPPPPLPPPVSQVDAAIGLLMPPLQTPVNLSVFCDHNYTVEDTMHQRKRIHQLEQQVEKLRKKLKTAQQRCRRQERQLEKLKEVVHFQKEKDDVSERGYVILPNDYFEIVEVPA. Result: 0 (no interaction). (3) Result: 0 (no interaction). The protein sequence of the target gene is MVVMARLSRPERPDLVFEEEDLPYEEEIMRNQFSVKCWLRYIEFKQGAPKPRLNQLYERALKLLPCSYKLWYRYLKARRAQVKHRCVTDPAYEDVNNCHERAFVFMHKMPRLWLDYCQFLMDQGRVTHTRRTFDRALRALPITQHSRIWPLYLRFLRSHPLPETAVRGYRRFLKLSPESAEEYIEYLKSSDRLDEAAQRLATVVNDERFVSKAGKSNYQLWHELCDLISQNPDKVQSLNVDAIIRGGLTRFTDQLGKLWCSLADYYIRSGHFEKARDVYEEAIRTVMTVRDFTQVFDSYA.... The miRNA is mmu-miR-466a-3p with sequence UAUACAUACACGCACACAUAAGA. (4) The miRNA is hsa-miR-6840-3p with sequence GCCCAGGACUUUGUGCGGGGUG. Result: 0 (no interaction). The protein sequence of the target gene is MESLLENPVRAVLYLKELTAIVQNQQSLIHTQRQRIDELERRLDELSAENRSLWEHQQLLQAQPPPGLVPPPPSAPLPAPAVTAPAAAAAQEPLQDHGQLIPASPEPPLQHHGQLLAQPQPAPSSRVQTPQSPHQHPVAPGAIADKEKERPSSCCAAAGALLQHASPAALGKGVLSRRPENETVLHQFCCPAADTEQKPACSDLASQSDGSCAQAGGGMEDSVVAAVAAGRPSAHAPKAQAPELQQEEERPGAVGSPRAGPLRAASPGRQQPALATALCSHTPAASEYELSLDLKNKQIE.... (5) The miRNA is hsa-miR-4666b with sequence UUGCAUGUCAGAUUGUAAUUCCC. The protein sequence of the target gene is MDEQPRLMHSHAGVGMAGHPGLSQHLQDGAGGTEGEGGRKQDIGDILQQIMTITDQSLDEAQARKHALNCHRMKPALFNVLCEIKEKTVLSIRGAQEEEPTDPQLMRLDNMLLAEGVAGPEKGGGSAAAAAAAAASGGAGSDNSVEHSDYRAKLSQIRQIYHTELEKYEQACNEFTTHVMNLLREQSRTRPISPKEIERMVSIIHRKFSSIQMQLKQSTCEAVMILRSRFLDARRKRRNFNKQATEILNEYFYSHLSNPYPSEEAKEELAKKCGITVSQVSNWFGNKRIRYKKNIGKFQE.... Result: 0 (no interaction).